From a dataset of NCI-60 drug combinations with 297,098 pairs across 59 cell lines. Regression. Given two drug SMILES strings and cell line genomic features, predict the synergy score measuring deviation from expected non-interaction effect. (1) Drug 1: CS(=O)(=O)OCCCCOS(=O)(=O)C. Drug 2: CC(C)NC(=O)C1=CC=C(C=C1)CNNC.Cl. Cell line: TK-10. Synergy scores: CSS=8.28, Synergy_ZIP=-0.169, Synergy_Bliss=2.97, Synergy_Loewe=2.25, Synergy_HSA=2.28. (2) Drug 1: CN1CCC(CC1)COC2=C(C=C3C(=C2)N=CN=C3NC4=C(C=C(C=C4)Br)F)OC. Drug 2: CC1C(C(CC(O1)OC2CC(CC3=C2C(=C4C(=C3O)C(=O)C5=CC=CC=C5C4=O)O)(C(=O)C)O)N)O. Cell line: MOLT-4. Synergy scores: CSS=46.8, Synergy_ZIP=-0.188, Synergy_Bliss=-0.258, Synergy_Loewe=-23.6, Synergy_HSA=-0.287.